This data is from Forward reaction prediction with 1.9M reactions from USPTO patents (1976-2016). The task is: Predict the product of the given reaction. (1) Given the reactants [CH:1]1(N)CCC[CH2:2]1.[N:7]1([CH:13]2[CH2:18][CH2:17][N:16]([C:19]3[CH:24]=[CH:23][C:22]([NH2:25])=[CH:21][CH:20]=3)[CH2:15][CH2:14]2)[CH2:12][CH2:11]O[CH2:9][CH2:8]1, predict the reaction product. The product is: [N:7]1([CH:13]2[CH2:18][CH2:17][N:16]([C:19]3[CH:24]=[CH:23][C:22]([NH2:25])=[CH:21][CH:20]=3)[CH2:15][CH2:14]2)[CH2:12][CH2:11][CH2:2][CH2:1][CH2:9][CH2:8]1. (2) Given the reactants CC(C)([O-])C.[Na+].[C@@H:7]12[CH2:13][NH:12][C@@H:11]1[CH2:10][N:9]([C:14]([O:16][CH2:17][C:18]1[CH:23]=[CH:22][CH:21]=[CH:20][CH:19]=1)=[O:15])[CH2:8]2.C(P(C(C)(C)C)C(C)(C)C)(C)(C)C.I[C:38]1[CH:39]=[CH:40][CH:41]=[C:42]2[C:47]=1[N:46]=[CH:45][C:44]([S:48]([C:51]1[CH:56]=[CH:55][CH:54]=[CH:53][CH:52]=1)(=[O:50])=[O:49])=[CH:43]2, predict the reaction product. The product is: [C:51]1([S:48]([C:44]2[CH:45]=[N:46][C:47]3[C:42]([CH:43]=2)=[CH:41][CH:40]=[CH:39][C:38]=3[N:12]2[CH2:13][CH:7]3[CH:11]2[CH2:10][N:9]([C:14]([O:16][CH2:17][C:18]2[CH:23]=[CH:22][CH:21]=[CH:20][CH:19]=2)=[O:15])[CH2:8]3)(=[O:50])=[O:49])[CH:56]=[CH:55][CH:54]=[CH:53][CH:52]=1. (3) Given the reactants C(OC([N:8]1[CH2:13][CH:12]=[C:11]([C:14]2[N:19]=[C:18]([NH:20]CC3C=CC(OC)=C(OC)C=3)[N:17]3[N:32]=[C:33]([C:35]4[O:36][CH:37]=[CH:38][CH:39]=4)[N:34]=[C:16]3[CH:15]=2)[CH2:10][CH2:9]1)=O)(C)(C)C.C1(OC)C=CC=CC=1.FC(F)(F)S(O)(=O)=O.O.N, predict the reaction product. The product is: [NH2:20][C:18]1[N:17]2[N:32]=[C:33]([C:35]3[O:36][CH:37]=[CH:38][CH:39]=3)[N:34]=[C:16]2[CH:15]=[C:14]([C:11]2[CH2:12][CH2:13][NH:8][CH2:9][CH:10]=2)[N:19]=1. (4) The product is: [CH3:1][O:2][C:3]([C:5]1([CH2:10][CH2:11][CH:12]=[O:15])[CH2:9][CH2:8][CH2:7][CH2:6]1)=[O:4]. Given the reactants [CH3:1][O:2][C:3]([C:5]1([CH2:10][CH2:11][CH:12]=C)[CH2:9][CH2:8][CH2:7][CH2:6]1)=[O:4].I([O-])(=O)(=O)=[O:15].[Na+], predict the reaction product. (5) Given the reactants [CH:1]1([CH2:4][N:5]([C:14]2[CH:15]=[CH:16][CH:17]=[C:18]3[C:22]=2[NH:21][C:20]([C:23]2[S:24][C:25]([CH2:28]O)=[CH:26][N:27]=2)=[CH:19]3)[S:6]([C:9]2[S:10][CH:11]=[CH:12][CH:13]=2)(=[O:8])=[O:7])[CH2:3][CH2:2]1.CN(C)C=O.O1CCCC1.S(Cl)([Cl:42])=O, predict the reaction product. The product is: [Cl:42][CH2:28][C:25]1[S:24][C:23]([C:20]2[NH:21][C:22]3[C:18]([CH:19]=2)=[CH:17][CH:16]=[CH:15][C:14]=3[N:5]([CH2:4][CH:1]2[CH2:3][CH2:2]2)[S:6]([C:9]2[S:10][CH:11]=[CH:12][CH:13]=2)(=[O:8])=[O:7])=[N:27][CH:26]=1. (6) Given the reactants [N:1]1([CH2:7][CH2:8][CH2:9][NH2:10])[CH2:6][CH2:5][O:4][CH2:3][CH2:2]1.Cl[C:12]1[N:13]=[N+:14]([O-:23])[C:15]2[CH:21]=[C:20]([CH3:22])[CH:19]=[CH:18][C:16]=2[N:17]=1, predict the reaction product. The product is: [CH3:22][C:20]1[CH:19]=[CH:18][C:16]2[N:17]=[C:12]([NH:10][CH2:9][CH2:8][CH2:7][N:1]3[CH2:6][CH2:5][O:4][CH2:3][CH2:2]3)[N:13]=[N+:14]([O-:23])[C:15]=2[CH:21]=1. (7) Given the reactants N.O[N:3]1C2C=CC=CC=2N=N1.Cl.CN(C)CCCN=C=NCC.[NH:24]1[C:32]2[C:27](=[CH:28][C:29]([NH:33][C:34]3[CH:42]=[CH:41][CH:40]=[CH:39][C:35]=3[C:36](O)=[O:37])=[CH:30][CH:31]=2)[CH:26]=[N:25]1.C(=O)([O-])O.[Na+], predict the reaction product. The product is: [NH:24]1[C:32]2[C:27](=[CH:28][C:29]([NH:33][C:34]3[CH:42]=[CH:41][CH:40]=[CH:39][C:35]=3[C:36]([NH2:3])=[O:37])=[CH:30][CH:31]=2)[CH:26]=[N:25]1. (8) Given the reactants [Br:1][C:2]1[CH:10]=[C:9]([N+:11]([O-:13])=[O:12])[CH:8]=[CH:7][C:3]=1[C:4]([OH:6])=[O:5].[CH3:14]O, predict the reaction product. The product is: [Br:1][C:2]1[CH:10]=[C:9]([N+:11]([O-:13])=[O:12])[CH:8]=[CH:7][C:3]=1[C:4]([O:6][CH3:14])=[O:5]. (9) Given the reactants C(N1CCN([C:14]2[N:19]=[CH:18][C:17]([NH:20][C:21]([C:23]3[O:27][C:26]([C:28]4[CH:33]=[CH:32][CH:31]=[CH:30][CH:29]=4)=[N:25][C:24]=3[C:34]([F:37])([F:36])[F:35])=[O:22])=[CH:16][CH:15]=2)CC1=O)C1C=CC=CC=1.C1(C2OC(C(O)=O)=C(C(F)(F)F)N=2)C=CC=CC=1.NC1C=NC=C([O:64][C:65]2[CH:70]=[CH:69][CH:68]=[CH:67][CH:66]=2)C=1, predict the reaction product. The product is: [O:64]([C:14]1[N:19]=[CH:18][C:17]([NH:20][C:21]([C:23]2[O:27][C:26]([C:28]3[CH:29]=[CH:30][CH:31]=[CH:32][CH:33]=3)=[N:25][C:24]=2[C:34]([F:36])([F:35])[F:37])=[O:22])=[CH:16][CH:15]=1)[C:65]1[CH:70]=[CH:69][CH:68]=[CH:67][CH:66]=1. (10) Given the reactants [CH3:1][N:2]1[CH:6]=[C:5]([C:7]2[CH:15]=[CH:14][C:13]([C:16]3[CH:17]=[N:18][CH:19]=[C:20]([CH3:22])[CH:21]=3)=[CH:12][C:8]=2[C:9]([OH:11])=O)[CH:4]=[N:3]1.C(Cl)C[Cl:25].[CH:27]1[CH:28]=[CH:29][C:30]2[N:35](O)N=[N:33][C:31]=2[CH:32]=1.CN1C[CH2:42][O:41]CC1.CN([CH:47]=[O:48])C, predict the reaction product. The product is: [ClH:25].[CH3:47][O:48][C:32]1[CH:27]=[CH:28][C:29]([CH2:30][NH:35][C:9](=[O:11])[C:8]2[CH:12]=[C:13]([C:16]3[CH:17]=[N:18][CH:19]=[C:20]([CH3:22])[CH:21]=3)[CH:14]=[CH:15][C:7]=2[C:5]2[CH:4]=[N:3][N:2]([CH3:1])[CH:6]=2)=[N:33][C:31]=1[O:41][CH3:42].